This data is from Full USPTO retrosynthesis dataset with 1.9M reactions from patents (1976-2016). The task is: Predict the reactants needed to synthesize the given product. (1) The reactants are: [CH3:1][C:2]1([CH3:11])[O:7][C:6](=[O:8])[CH:5]([CH3:9])[C:4](=[O:10])[O:3]1.ClC[C:14]1[CH:21]=[CH:20][C:17]([CH:18]=[CH2:19])=[CH:16][CH:15]=1.C(=O)([O-])[O-].[K+].[K+].C1C2NC3C(=CC=CC=3)SC=2C=CC=1. Given the product [CH3:11][C:2]1([CH3:1])[O:3][C:4](=[O:10])[CH:5]([CH2:9][C:14]2[CH:21]=[CH:20][C:17]([CH:18]=[CH2:19])=[CH:16][CH:15]=2)[C:6](=[O:8])[O:7]1, predict the reactants needed to synthesize it. (2) Given the product [CH3:27][O:28][C:29]1[CH:30]=[C:31]2[C:36](=[CH:37][C:38]=1[O:39][CH3:40])[N:35]=[CH:34][CH:33]=[C:32]2[O:41][C:42]1[CH:48]=[CH:47][C:45]([NH:46][C:60]([NH:59][C:57](=[O:58])[C:51]2[CH:52]=[CH:53][CH:54]=[C:55]([CH3:56])[C:50]=2[CH3:49])=[S:61])=[CH:44][CH:43]=1, predict the reactants needed to synthesize it. The reactants are: S(Cl)(Cl)=O.CC1C(C)=CC=CC=1C(O)=O.CC1C(C)=CC=CC=1C(Cl)=O.[CH3:27][O:28][C:29]1[CH:30]=[C:31]2[C:36](=[CH:37][C:38]=1[O:39][CH3:40])[N:35]=[CH:34][CH:33]=[C:32]2[O:41][C:42]1[CH:48]=[CH:47][C:45]([NH2:46])=[CH:44][CH:43]=1.[CH3:49][C:50]1[C:55]([CH3:56])=[CH:54][CH:53]=[CH:52][C:51]=1[C:57]([N:59]=[C:60]=[S:61])=[O:58]. (3) The reactants are: [OH:1][CH2:2][C@H:3]1[C@H:7]([C:8]2[C:9]([O:30]C)=[CH:10][C:11]([O:28]C)=[C:12]3[C:17]=2[O:16][C:15]([C:18]2[CH:25]=[CH:24][C:21]([C:22]#[N:23])=[CH:20][C:19]=2[CH3:26])=[CH:14][C:13]3=[O:27])[CH2:6][CH2:5][N:4]1[CH3:32].Cl.N1C=CC=CC=1. Given the product [OH:28][C:11]1[CH:10]=[C:9]([OH:30])[C:8]([C@@H:7]2[CH2:6][CH2:5][N:4]([CH3:32])[C@H:3]2[CH2:2][OH:1])=[C:17]2[C:12]=1[C:13](=[O:27])[CH:14]=[C:15]([C:18]1[CH:25]=[CH:24][C:21]([C:22]#[N:23])=[CH:20][C:19]=1[CH3:26])[O:16]2, predict the reactants needed to synthesize it. (4) Given the product [CH3:1][N:2]([CH2:18][C:19]1[N:20]=[C:21]([C:25]([NH:26][C:27]2[CH:32]=[CH:31][C:30]([N:33]3[CH2:34][CH2:35][CH2:36][CH2:37][CH2:38]3)=[CH:29][C:28]=2[C:39]2[CH:44]=[C:43]([C:45](=[O:58])[NH:46][CH2:47][C:48]3[CH:53]=[CH:52][CH:51]=[C:50]([C:54]([F:55])([F:57])[F:56])[CH:49]=3)[CH:42]=[CH:41][N:40]=2)=[O:59])[CH:22]=[CH:23][CH:24]=1)[CH2:3][CH2:4][N:5]1[CH2:10][CH2:9][N:8]([CH3:11])[CH2:7][CH2:6]1, predict the reactants needed to synthesize it. The reactants are: [CH3:1][N:2]([CH2:18][C:19]1[CH:24]=[CH:23][CH:22]=[C:21]([C:25](=[O:59])[NH:26][C:27]2[CH:32]=[CH:31][C:30]([N:33]3[CH2:38][CH2:37][CH2:36][CH2:35][CH2:34]3)=[CH:29][C:28]=2[C:39]2[CH:44]=[C:43]([C:45](=[O:58])[NH:46][CH2:47][C:48]3[CH:53]=[CH:52][CH:51]=[C:50]([C:54]([F:57])([F:56])[F:55])[CH:49]=3)[CH:42]=[CH:41][N:40]=2)[N:20]=1)[CH2:3][CH2:4][N:5]1[CH2:10][CH2:9][N:8]([C:11](OC(C)(C)C)=O)[CH2:7][CH2:6]1.ClCCl.C(O)(C(F)(F)F)=O.CN(CC1N=C(C(NC2C=CC(N3CCCCC3)=CC=2C2C=C(C(=O)NCC3C=CC=C(C(F)(F)F)C=3)C=CN=2)=O)C=CC=1)CCN1CCNCC1.[BH-](OC(C)=O)(OC(C)=O)OC(C)=O.[Na+].C=O. (5) Given the product [ClH:1].[ClH:1].[N:2]12[CH2:9][CH2:8][CH:5]([CH2:6][CH2:7]1)[C@@H:4]([NH:10][C:11]([C:13]1[S:14][C:15]3[CH:21]=[C:20]([C:22]4[CH:23]=[CH:24][C:25]([CH2:7][N:2]5[CH2:3][CH2:4][O:31][CH2:30][CH2:9]5)=[CH:26][CH:27]=4)[CH:19]=[CH:18][C:16]=3[CH:17]=1)=[O:12])[CH2:3]2, predict the reactants needed to synthesize it. The reactants are: [ClH:1].[N:2]12[CH2:9][CH2:8][CH:5]([CH2:6][CH2:7]1)[C@@H:4]([NH:10][C:11]([C:13]1[S:14][C:15]3[CH:21]=[C:20]([C:22]4[CH:27]=[CH:26][C:25](C=O)=[CH:24][CH:23]=4)[CH:19]=[CH:18][C:16]=3[CH:17]=1)=[O:12])[CH2:3]2.[CH3:30][OH:31]. (6) Given the product [NH2:14][C:11]1[O:12][CH2:13][C:9]2([C:15]3[C:5](=[CH:4][CH:3]=[C:2]([Br:1])[CH:16]=3)[CH2:6][C:7]([CH2:18][OH:19])([CH3:17])[CH2:8]2)[N:10]=1, predict the reactants needed to synthesize it. The reactants are: [Br:1][C:2]1[CH:16]=[C:15]2[C:5]([CH2:6][C:7]([CH2:18][O:19][Si](C(C)(C)C)(C)C)([CH3:17])[CH2:8][C:9]32[CH2:13][O:12][C:11]([NH2:14])=[N:10]3)=[CH:4][CH:3]=1.[F-].C([N+](CCCC)(CCCC)CCCC)CCC. (7) Given the product [CH3:38][C:35]1[CH:34]=[CH:33][C:32]([S:29]([CH:28]([C:25]2[CH:24]=[CH:23][C:22]([I:21])=[CH:27][CH:26]=2)[N+:39]#[C-:40])(=[O:31])=[O:30])=[CH:37][CH:36]=1, predict the reactants needed to synthesize it. The reactants are: CC1C=CC(S(C(C2C=CC=C(I)C=2)[N+]#[C-])(=O)=O)=CC=1.[I:21][C:22]1[CH:27]=[CH:26][C:25]([CH:28]([NH:39][CH:40]=O)[S:29]([C:32]2[CH:37]=[CH:36][C:35]([CH3:38])=[CH:34][CH:33]=2)(=[O:31])=[O:30])=[CH:24][CH:23]=1.IC1C=C(C(NC=O)S(C2C=CC(C)=CC=2)(=O)=O)C=CC=1. (8) Given the product [Cl:10][C:11]1[C:12]2[C:19]([I:20])=[CH:18][N:17]([CH:21]3[CH2:24][CH:23]([CH2:25][N:6]4[CH2:7][CH2:8][N:3]([CH3:2])[C:4](=[O:9])[CH2:5]4)[CH2:22]3)[C:13]=2[N:14]=[CH:15][N:16]=1, predict the reactants needed to synthesize it. The reactants are: Cl.[CH3:2][N:3]1[CH2:8][CH2:7][NH:6][CH2:5][C:4]1=[O:9].[Cl:10][C:11]1[C:12]2[C:19]([I:20])=[CH:18][N:17]([CH:21]3[CH2:24][CH:23]([CH:25]=O)[CH2:22]3)[C:13]=2[N:14]=[CH:15][N:16]=1.CCN(C(C)C)C(C)C.[BH-](OC(C)=O)(OC(C)=O)OC(C)=O.[Na+].C([O-])(O)=O.[Na+].